From a dataset of Catalyst prediction with 721,799 reactions and 888 catalyst types from USPTO. Predict which catalyst facilitates the given reaction. (1) Reactant: [F:8][C:7]([F:10])([F:9])[C:6](O[C:6](=[O:11])[C:7]([F:10])([F:9])[F:8])=[O:11].[F:14][C:15]1[CH:34]=[CH:33][C:18]2[O:19][C:20]3[CH:32]=[CH:31][CH:30]=[CH:29][C:21]=3[C@@H:22]3[C@H:27]([NH2:28])[CH2:26][CH2:25][CH2:24][N:23]3[C:17]=2[CH:16]=1. Product: [F:10][C:7]([F:8])([F:9])[C:6]([NH:28][C@H:27]1[C@@H:22]2[N:23]([C:17]3[CH:16]=[C:15]([F:14])[CH:34]=[CH:33][C:18]=3[O:19][C:20]3[CH:32]=[CH:31][CH:30]=[CH:29][C:21]=32)[CH2:24][CH2:25][CH2:26]1)=[O:11]. The catalyst class is: 202. (2) Reactant: [CH3:1][C:2]1[C:3]([CH2:8][N:9]([CH2:16][C:17]2[C:22]([CH3:23])=[CH:21][CH:20]=[CH:19][N:18]=2)[CH:10]2[CH2:15][CH2:14][NH:13][CH2:12][CH2:11]2)=[N:4][CH:5]=[CH:6][CH:7]=1.CCN(C(C)C)C(C)C.[C:33](Cl)(Cl)=[O:34].Cl.[CH2:38]([NH:45][OH:46])[C:39]1[CH:44]=[CH:43][CH:42]=[CH:41][CH:40]=1. Product: [CH2:38]([N:45]([OH:46])[C:33]([N:13]1[CH2:14][CH2:15][CH:10]([N:9]([CH2:16][C:17]2[C:22]([CH3:23])=[CH:21][CH:20]=[CH:19][N:18]=2)[CH2:8][C:3]2[C:2]([CH3:1])=[CH:7][CH:6]=[CH:5][N:4]=2)[CH2:11][CH2:12]1)=[O:34])[C:39]1[CH:44]=[CH:43][CH:42]=[CH:41][CH:40]=1. The catalyst class is: 11. (3) Reactant: [CH2:1]([O:8][C:9]1[C:14]([F:15])=[C:13]([F:16])[CH:12]=[C:11]([F:17])[C:10]=1[F:18])[CH2:2][CH2:3][CH2:4][CH2:5][CH2:6][CH3:7].C([Li])CCC.CCCCCC.[C:30](=[O:32])=[O:31].Cl. Product: [CH2:1]([O:8][C:9]1[C:10]([F:18])=[C:11]([F:17])[C:12]([C:30]([OH:32])=[O:31])=[C:13]([F:16])[C:14]=1[F:15])[CH2:2][CH2:3][CH2:4][CH2:5][CH2:6][CH3:7]. The catalyst class is: 1.